This data is from Reaction yield outcomes from USPTO patents with 853,638 reactions. The task is: Predict the reaction yield, written as a fraction of the theoretical maximum amount of product (1.0 means a 100% yield; for example, 0.34 means a 34% yield). The reactants are Cl[C:2]1[C:12]2[CH2:11][CH2:10][N:9]([C:13]3[C:18]([C:19]([F:22])([F:21])[F:20])=[CH:17][CH:16]=[CH:15][N:14]=3)[CH2:8][CH2:7][C:6]=2[N:5]=[C:4]([N:23]2[CH2:28][CH2:27][CH2:26][CH2:25][CH2:24]2)[N:3]=1.N1(C2N=C(O)C3CCN([C:45]4[C:50]([C:51]([F:54])([F:53])[F:52])=[CH:49][CH:48]=[CH:47][N:46]=4)CCC=3N=2)CCCCC1.O=P(Cl)(Cl)Cl.[CH3:62]C#N. The catalyst is CCOC(C)=O. The product is [N:23]1([C:4]2[N:3]=[C:2]([NH:46][C:47]3[CH:48]=[CH:49][C:50]([C:51]([F:52])([F:53])[F:54])=[CH:45][CH:62]=3)[C:12]3[CH2:11][CH2:10][N:9]([C:13]4[C:18]([C:19]([F:22])([F:20])[F:21])=[CH:17][CH:16]=[CH:15][N:14]=4)[CH2:8][CH2:7][C:6]=3[N:5]=2)[CH2:28][CH2:27][CH2:26][CH2:25][CH2:24]1. The yield is 0.350.